Dataset: Full USPTO retrosynthesis dataset with 1.9M reactions from patents (1976-2016). Task: Predict the reactants needed to synthesize the given product. (1) The reactants are: S(=O)(=O)(O)N.[CH2:6]([O:13][C:14]1[CH:28]=[CH:27][C:17]([O:18][C:19]2[CH:26]=[CH:25][C:22]([CH:23]=[O:24])=[CH:21][CH:20]=2)=[CH:16][CH:15]=1)[C:7]1[CH:12]=[CH:11][CH:10]=[CH:9][CH:8]=1.Cl([O-])=[O:30].[Na+]. Given the product [CH2:6]([O:13][C:14]1[CH:28]=[CH:27][C:17]([O:18][C:19]2[CH:20]=[CH:21][C:22]([C:23]([OH:30])=[O:24])=[CH:25][CH:26]=2)=[CH:16][CH:15]=1)[C:7]1[CH:8]=[CH:9][CH:10]=[CH:11][CH:12]=1, predict the reactants needed to synthesize it. (2) Given the product [NH2:9][C:5]1[CH2:6][O:7][CH2:8][C:2]([F:1])([F:20])[C@@:3]2([C:18]3[C:13](=[CH:14][CH:15]=[C:16]([NH:19][C:29](=[O:30])[C:26]4[CH:25]=[CH:24][C:23]([C:21]#[N:22])=[CH:28][N:27]=4)[CH:17]=3)[CH2:12][CH2:11][CH2:10]2)[N:4]=1, predict the reactants needed to synthesize it. The reactants are: [F:1][C:2]1([F:20])[CH2:8][O:7][CH2:6][C:5]([NH2:9])=[N:4][C@@:3]21[C:18]1[C:13](=[CH:14][CH:15]=[C:16]([NH2:19])[CH:17]=1)[CH2:12][CH2:11][CH2:10]2.[C:21]([C:23]1[CH:24]=[CH:25][C:26]([C:29](O)=[O:30])=[N:27][CH:28]=1)#[N:22].